Dataset: NCI-60 drug combinations with 297,098 pairs across 59 cell lines. Task: Regression. Given two drug SMILES strings and cell line genomic features, predict the synergy score measuring deviation from expected non-interaction effect. (1) Drug 1: C1=C(C(=O)NC(=O)N1)F. Drug 2: CC1=C(C(=CC=C1)Cl)NC(=O)C2=CN=C(S2)NC3=CC(=NC(=N3)C)N4CCN(CC4)CCO. Cell line: MCF7. Synergy scores: CSS=31.4, Synergy_ZIP=3.62, Synergy_Bliss=4.12, Synergy_Loewe=-0.523, Synergy_HSA=-0.455. (2) Drug 1: CC1C(C(CC(O1)OC2CC(CC3=C2C(=C4C(=C3O)C(=O)C5=C(C4=O)C(=CC=C5)OC)O)(C(=O)CO)O)N)O. Drug 2: CN1C(=O)N2C=NC(=C2N=N1)C(=O)N. Cell line: SW-620. Synergy scores: CSS=69.4, Synergy_ZIP=-5.56, Synergy_Bliss=-6.58, Synergy_Loewe=-5.84, Synergy_HSA=3.13.